This data is from Peptide-MHC class II binding affinity with 134,281 pairs from IEDB. The task is: Regression. Given a peptide amino acid sequence and an MHC pseudo amino acid sequence, predict their binding affinity value. This is MHC class II binding data. (1) The peptide sequence is THMMIWHSNLNDTTY. The MHC is DRB1_0401 with pseudo-sequence DRB1_0401. The binding affinity (normalized) is 0.148. (2) The peptide sequence is EKKYFGATQFEPLAA. The MHC is DRB1_0701 with pseudo-sequence DRB1_0701. The binding affinity (normalized) is 0.634.